Dataset: NCI-60 drug combinations with 297,098 pairs across 59 cell lines. Task: Regression. Given two drug SMILES strings and cell line genomic features, predict the synergy score measuring deviation from expected non-interaction effect. (1) Drug 1: C1CN1C2=NC(=NC(=N2)N3CC3)N4CC4. Drug 2: C1=NC2=C(N1)C(=S)N=CN2. Cell line: 786-0. Synergy scores: CSS=65.0, Synergy_ZIP=-1.62, Synergy_Bliss=-2.55, Synergy_Loewe=-2.00, Synergy_HSA=-1.42. (2) Drug 1: C1=CC(=CC=C1C#N)C(C2=CC=C(C=C2)C#N)N3C=NC=N3. Cell line: HCT116. Drug 2: CCC1(C2=C(COC1=O)C(=O)N3CC4=CC5=C(C=CC(=C5CN(C)C)O)N=C4C3=C2)O.Cl. Synergy scores: CSS=48.2, Synergy_ZIP=4.89, Synergy_Bliss=1.89, Synergy_Loewe=-11.3, Synergy_HSA=4.51. (3) Drug 1: C1=NC2=C(N1)C(=S)N=C(N2)N. Drug 2: CCC(=C(C1=CC=CC=C1)C2=CC=C(C=C2)OCCN(C)C)C3=CC=CC=C3.C(C(=O)O)C(CC(=O)O)(C(=O)O)O. Cell line: NCIH23. Synergy scores: CSS=51.5, Synergy_ZIP=-2.91, Synergy_Bliss=-3.20, Synergy_Loewe=-14.3, Synergy_HSA=-3.02. (4) Drug 1: C(=O)(N)NO. Drug 2: COC1=C2C(=CC3=C1OC=C3)C=CC(=O)O2. Cell line: A498. Synergy scores: CSS=1.61, Synergy_ZIP=-0.351, Synergy_Bliss=-0.163, Synergy_Loewe=-3.10, Synergy_HSA=-1.36. (5) Drug 1: COC1=C2C(=CC3=C1OC=C3)C=CC(=O)O2. Drug 2: C1CCC(C(C1)N)N.C(=O)(C(=O)[O-])[O-].[Pt+4]. Cell line: NCI-H322M. Synergy scores: CSS=3.81, Synergy_ZIP=0.159, Synergy_Bliss=0.958, Synergy_Loewe=-0.0182, Synergy_HSA=-0.555. (6) Drug 1: CN1CCC(CC1)COC2=C(C=C3C(=C2)N=CN=C3NC4=C(C=C(C=C4)Br)F)OC. Drug 2: C1CCC(C(C1)N)N.C(=O)(C(=O)[O-])[O-].[Pt+4]. Cell line: OVCAR-4. Synergy scores: CSS=17.7, Synergy_ZIP=-2.28, Synergy_Bliss=0.712, Synergy_Loewe=-4.17, Synergy_HSA=3.02. (7) Drug 1: CC1CCC2CC(C(=CC=CC=CC(CC(C(=O)C(C(C(=CC(C(=O)CC(OC(=O)C3CCCCN3C(=O)C(=O)C1(O2)O)C(C)CC4CCC(C(C4)OC)O)C)C)O)OC)C)C)C)OC. Drug 2: CC12CCC3C(C1CCC2O)C(CC4=C3C=CC(=C4)O)CCCCCCCCCS(=O)CCCC(C(F)(F)F)(F)F. Cell line: TK-10. Synergy scores: CSS=-3.56, Synergy_ZIP=0.183, Synergy_Bliss=-4.40, Synergy_Loewe=-6.84, Synergy_HSA=-6.85.